This data is from Peptide-MHC class I binding affinity with 185,985 pairs from IEDB/IMGT. The task is: Regression. Given a peptide amino acid sequence and an MHC pseudo amino acid sequence, predict their binding affinity value. This is MHC class I binding data. (1) The peptide sequence is SSCSSCPLSKI. The MHC is HLA-B14:02 with pseudo-sequence HLA-B14:02. The binding affinity (normalized) is 0.213. (2) The peptide sequence is YPAVINSNI. The MHC is HLA-B57:01 with pseudo-sequence HLA-B57:01. The binding affinity (normalized) is 0.0847. (3) The peptide sequence is QYSPHSFMA. The MHC is HLA-B27:03 with pseudo-sequence HLA-B27:03. The binding affinity (normalized) is 0.0847.